Dataset: Reaction yield outcomes from USPTO patents with 853,638 reactions. Task: Predict the reaction yield, written as a fraction of the theoretical maximum amount of product (1.0 means a 100% yield; for example, 0.34 means a 34% yield). (1) The reactants are [NH2:1][CH2:2][C:3]1([OH:7])[CH2:6][CH2:5][CH2:4]1.[CH3:8][C:9]([CH3:14])([CH3:13])[CH2:10][CH:11]=O.[S-:15][C:16]#[N:17].[K+].II. The catalyst is C(#N)C. The product is [C:9]([C:10]1[S:15][C:16](=[NH:17])[N:1]([CH2:2][C:3]2([OH:7])[CH2:6][CH2:5][CH2:4]2)[CH:11]=1)([CH3:14])([CH3:13])[CH3:8]. The yield is 0.320. (2) The catalyst is CCOC(C)=O. The yield is 0.760. The product is [CH2:1]([O:3][C:4]([C:6]1[N:7]([CH2:24][O:23][CH2:22][CH2:21][Si:18]([CH3:20])([CH3:19])[CH3:17])[CH:8]=[CH:9][N:10]=1)=[O:5])[CH3:2]. The reactants are [CH2:1]([O:3][C:4]([C:6]1[NH:7][CH:8]=[CH:9][N:10]=1)=[O:5])[CH3:2].C([O-])([O-])=O.[K+].[K+].[CH3:17][Si:18]([CH2:21][CH2:22][O:23][CH2:24]Cl)([CH3:20])[CH3:19].CC(C)=O. (3) The reactants are C(C1C=C(NC(=O)CCCC2C=CC([B:25]([OH:27])[OH:26])=CC=2)C=CC=1S(CC)(=O)=O)#N.[CH2:29]([O:36][C:37]([N:39]([CH2:41][C:42]1[CH:43]=[C:44]([NH:48][C:49]([O:51][CH2:52][CH2:53][C:54]2[CH:59]=[CH:58][C:57](Br)=[CH:56][C:55]=2[CH3:61])=[O:50])[CH:45]=[CH:46][CH:47]=1)[CH3:40])=[O:38])[C:30]1[CH:35]=[CH:34][CH:33]=[CH:32][CH:31]=1. No catalyst specified. The product is [CH2:29]([O:36][C:37]([N:39]([CH2:41][C:42]1[CH:43]=[C:44]([NH:48][C:49]([O:51][CH2:52][CH2:53][C:54]2[CH:59]=[CH:58][C:57]([B:25]([OH:27])[OH:26])=[CH:56][C:55]=2[CH3:61])=[O:50])[CH:45]=[CH:46][CH:47]=1)[CH3:40])=[O:38])[C:30]1[CH:35]=[CH:34][CH:33]=[CH:32][CH:31]=1. The yield is 0.280. (4) The reactants are N1CCCCC1.C(=O)[C:8]1[CH:13]=[CH:12][CH:11]=[CH:10][CH:9]=1.[C:15]([CH2:18][C:19]([NH:21][C:22]1[CH:30]=[CH:29][CH:28]=[CH:27][C:23]=1[C:24]([OH:26])=[O:25])=[O:20])(O)=O.Cl. The catalyst is C1(C)C=CC=CC=1. The product is [O:20]=[C:19]([NH:21][C:22]1[CH:30]=[CH:29][CH:28]=[CH:27][C:23]=1[C:24]([OH:26])=[O:25])/[CH:18]=[CH:15]/[C:8]1[CH:13]=[CH:12][CH:11]=[CH:10][CH:9]=1. The yield is 0.960. (5) The yield is 0.500. The catalyst is C(O)(C(F)(F)F)=O. The product is [F:18][C:17]1[S:16][C:15]([NH:19][C:20]2[CH:25]=[CH:24][CH:23]=[C:22]([CH3:26])[N:21]=2)=[N:14][C:13]=1[C:11]1[CH:12]=[N:8][NH:9][CH:10]=1. The reactants are COC1C=CC(C[N:8]2[CH:12]=[C:11]([C:13]3[N:14]=[C:15]([NH:19][C:20]4[CH:25]=[CH:24][CH:23]=[C:22]([CH3:26])[N:21]=4)[S:16][C:17]=3[F:18])[CH:10]=[N:9]2)=CC=1.